The task is: Predict the reactants needed to synthesize the given product.. This data is from Full USPTO retrosynthesis dataset with 1.9M reactions from patents (1976-2016). (1) Given the product [CH3:23][C:13]1[S:14][C:15]([C:16]2[CH:17]=[C:18]([CH3:22])[CH:19]=[CH:20][CH:21]=2)=[C:11]([C:9]([N:8]2[CH2:7][C@H:6]3[C@H:4]([CH2:5]3)[C@H:3]2[CH2:2][NH:1][C:34]([C:29]2[C:28]3[CH:27]=[CH:26][CH2:25][O:24][C:33]=3[CH:32]=[CH:31][CH:30]=2)=[O:35])=[O:10])[N:12]=1, predict the reactants needed to synthesize it. The reactants are: [NH2:1][CH2:2][C@H:3]1[N:8]([C:9]([C:11]2[N:12]=[C:13]([CH3:23])[S:14][C:15]=2[C:16]2[CH:17]=[C:18]([CH3:22])[CH:19]=[CH:20][CH:21]=2)=[O:10])[CH2:7][C@H:6]2[C@@H:4]1[CH2:5]2.[O:24]1[C:33]2[CH:32]=[CH:31][CH:30]=[C:29]([C:34](O)=[O:35])[C:28]=2[CH:27]=[CH:26][CH2:25]1. (2) The reactants are: [NH2:1][C:2]1[CH:11]=[C:10]([F:12])[C:5]([C:6]([O:8][CH3:9])=[O:7])=[C:4]([F:13])[CH:3]=1.[S:14](Cl)(Cl)(=[O:16])=[O:15].[N:19]1[CH:24]=[CH:23][CH:22]=[CH:21][CH:20]=1. Given the product [F:13][C:4]1[CH:3]=[C:2]([NH:1][S:14]([C:22]2[CH:23]=[CH:24][N:19]=[CH:20][CH:21]=2)(=[O:16])=[O:15])[CH:11]=[C:10]([F:12])[C:5]=1[C:6]([O:8][CH3:9])=[O:7], predict the reactants needed to synthesize it. (3) Given the product [C:11]1([CH:17]2[O:22][C@H:21]3[CH2:23][C@@H:24]([N:1]4[CH:8]=[CH:7][C:5](=[O:6])[NH:4][C:2]4=[O:3])[CH2:25][O:26][C@@H:20]3[CH2:19][O:18]2)[CH:12]=[CH:13][CH:14]=[CH:15][CH:16]=1, predict the reactants needed to synthesize it. The reactants are: [NH:1]1[CH:8]=[CH:7][C:5](=[O:6])[NH:4][C:2]1=[O:3].[H-].[Na+].[C:11]1([CH:17]2[O:22][C@H:21]3[CH2:23][C@H:24](OS(C4C=CC(C)=CC=4)(=O)=O)[CH2:25][O:26][C@@H:20]3[CH2:19][O:18]2)[CH:16]=[CH:15][CH:14]=[CH:13][CH:12]=1. (4) Given the product [S:27]1[C:26]2=[N:25][C:24]3[CH:31]=[CH:32][C:21](/[CH:20]=[C:15]4\[C@@H:16]5[N:13]([C:14]\4=[O:37])[C:12]([C:10]([OH:11])=[O:9])=[CH:18][S:17]5)=[CH:22][C:23]=3[N:30]2[CH2:29][CH2:28]1, predict the reactants needed to synthesize it. The reactants are: [N+](C1C=CC(C[O:9][C:10]([C:12]2[N:13]3[CH:16]([S:17][CH:18]=2)[C:15]([CH:20](OC(=O)C)[C:21]2[CH:32]=[CH:31][C:24]4[N:25]=[C:26]5[N:30]([C:23]=4[CH:22]=2)[CH2:29][CH2:28][S:27]5)(Br)[C:14]3=[O:37])=[O:11])=CC=1)([O-])=O.[H][H]. (5) Given the product [CH:1](=[O:19])[CH2:2][CH2:3][CH2:4][CH2:5][CH2:6][CH2:7][CH2:8][CH2:9][CH2:10][CH2:11][CH2:12][CH2:13][CH2:14][CH2:15][CH2:16][CH2:17][CH3:18], predict the reactants needed to synthesize it. The reactants are: [CH2:1]([OH:19])[CH2:2][CH2:3][CH2:4][CH2:5][CH2:6][CH2:7][CH2:8][CH2:9][CH2:10][CH2:11][CH2:12][CH2:13][CH2:14][CH2:15][CH2:16][CH2:17][CH3:18].[Cr](Cl)([O-])(=O)=O.[NH+]1C=CC=CC=1.CCCCCCC. (6) Given the product [Cl:33][CH2:34][C:35]([N:24]([CH:22]1[CH2:23][N:20]([C:10]2[N:9]=[C:8]([N:7]3[C:6]4[CH:26]=[CH:27][CH:28]=[C:29]([O:30][CH3:31])[C:5]=4[N:4]=[C:3]3[CH:2]([F:32])[F:1])[N:13]=[C:12]([N:14]3[CH2:15][CH2:16][O:17][CH2:18][CH2:19]3)[N:11]=2)[CH2:21]1)[CH3:25])=[O:36], predict the reactants needed to synthesize it. The reactants are: [F:1][CH:2]([F:32])[C:3]1[N:7]([C:8]2[N:13]=[C:12]([N:14]3[CH2:19][CH2:18][O:17][CH2:16][CH2:15]3)[N:11]=[C:10]([N:20]3[CH2:23][CH:22]([NH:24][CH3:25])[CH2:21]3)[N:9]=2)[C:6]2[CH:26]=[CH:27][CH:28]=[C:29]([O:30][CH3:31])[C:5]=2[N:4]=1.[Cl:33][CH2:34][C:35](Cl)=[O:36]. (7) Given the product [N:30]1[CH:31]=[CH:32][N:33]=[CH:34][C:29]=1[C:25]1[CH:24]=[C:23]([C:22]2[CH2:21][C:20](=[O:36])[NH:19][C:9]3[CH:10]=[C:11]([N:14]4[CH:18]=[CH:17][CH:16]=[CH:15]4)[CH:12]=[CH:13][C:8]=3[N:7]=2)[CH:28]=[CH:27][CH:26]=1, predict the reactants needed to synthesize it. The reactants are: C(OC(=O)[NH:7][C:8]1[CH:13]=[CH:12][C:11]([N:14]2[CH:18]=[CH:17][CH:16]=[CH:15]2)=[CH:10][C:9]=1[NH:19][C:20](=[O:36])[CH2:21][C:22](=O)[C:23]1[CH:28]=[CH:27][CH:26]=[C:25]([C:29]2[CH:34]=[N:33][CH:32]=[CH:31][N:30]=2)[CH:24]=1)(C)(C)C.C(O)(C(F)(F)F)=O. (8) Given the product [C:1]([C:5]1[N:6]=[C:7]([N:16]2[CH2:20][CH2:19][C:18]([F:21])([F:22])[CH2:17]2)[C:8]2[C:9](=[N:11][N:12]([CH2:14][C:15]3[CH:48]=[CH:49][CH:50]=[CH:45][C:46]=3[O:51][CH3:52])[N:13]=2)[N:10]=1)([CH3:2])([CH3:3])[CH3:4], predict the reactants needed to synthesize it. The reactants are: [C:1]([C:5]1[N:6]=[C:7]([N:16]2[CH2:20][CH2:19][C:18]([F:22])([F:21])[CH2:17]2)[C:8]2[C:9](=[N:11][N:12]([CH2:14][CH3:15])[N:13]=2)[N:10]=1)([CH3:4])([CH3:3])[CH3:2].C(C1N=C(N2CCC(F)(F)C2)C2N=NNC=2N=1)(C)(C)C.ClC[C:45]1[CH:50]=[CH:49][CH:48]=C[C:46]=1[O:51][CH3:52]. (9) Given the product [CH:15]([C:11]1[CH:10]=[C:9]([NH:8][C:6]2[N:5]=[C:4]([NH:18][CH2:19][C:20]3[CH:25]=[CH:24][CH:23]=[CH:22][N:21]=3)[N:3]=[C:2]([O:29][CH2:28][C:27]([F:31])([F:30])[F:26])[N:7]=2)[CH:14]=[CH:13][CH:12]=1)([CH3:17])[CH3:16], predict the reactants needed to synthesize it. The reactants are: Cl[C:2]1[N:7]=[C:6]([NH:8][C:9]2[CH:14]=[CH:13][CH:12]=[C:11]([CH:15]([CH3:17])[CH3:16])[CH:10]=2)[N:5]=[C:4]([NH:18][CH2:19][C:20]2[CH:25]=[CH:24][CH:23]=[CH:22][N:21]=2)[N:3]=1.[F:26][C:27]([F:31])([F:30])[CH2:28][OH:29].C([O-])([O-])=O.[K+].[K+].CS(C)=O.